Task: Regression. Given a peptide amino acid sequence and an MHC pseudo amino acid sequence, predict their binding affinity value. This is MHC class I binding data.. Dataset: Peptide-MHC class I binding affinity with 185,985 pairs from IEDB/IMGT (1) The peptide sequence is MQFPGSVGF. The MHC is HLA-C04:01 with pseudo-sequence HLA-C04:01. The binding affinity (normalized) is 0.213. (2) The peptide sequence is AVDADDSHF. The MHC is HLA-B57:01 with pseudo-sequence HLA-B57:01. The binding affinity (normalized) is 0.0847.